Dataset: Forward reaction prediction with 1.9M reactions from USPTO patents (1976-2016). Task: Predict the product of the given reaction. (1) Given the reactants [NH2:1][C:2]1[CH:7]=[CH:6][CH:5]=[CH:4][C:3]=1[C:8]#[C:9][C:10]1[C:11]([O:36][CH3:37])=[CH:12][C:13]([O:34][CH3:35])=[C:14](/[CH:16]=[CH:17]/[C:18]([C:20]2[CH:25]=[CH:24][C:23]([S:26]([NH:29][CH2:30][C:31]([OH:33])=[O:32])(=[O:28])=[O:27])=[CH:22][CH:21]=2)=[O:19])[CH:15]=1, predict the reaction product. The product is: [NH:1]1[C:2]2[C:3](=[CH:4][CH:5]=[CH:6][CH:7]=2)[CH:8]=[C:9]1[C:10]1[C:11]([O:36][CH3:37])=[CH:12][C:13]([O:34][CH3:35])=[C:14](/[CH:16]=[CH:17]/[C:18]([C:20]2[CH:25]=[CH:24][C:23]([S:26]([NH:29][CH2:30][C:31]([OH:33])=[O:32])(=[O:28])=[O:27])=[CH:22][CH:21]=2)=[O:19])[CH:15]=1. (2) Given the reactants CI.C[N:4]([CH:6]=O)[CH3:5].[I:8][C:9]1[C:17]2C(=[CH:13][C:14]([C:18]([O:20][CH2:21]C)=[O:19])=[CH:15][CH:16]=2)N[N:10]=1.C([O-])([O-])=O.[K+].[K+], predict the reaction product. The product is: [I:8][C:9]1[C:17]2[C:6](=[CH:13][C:14]([C:18]([O:20][CH3:21])=[O:19])=[CH:15][CH:16]=2)[N:4]([CH3:5])[N:10]=1. (3) Given the reactants [F:1][C:2]1[C:11]([C@H:12]2[CH2:14][O:13]2)=[C:10]2[C:5]([CH:6]=[CH:7][C:8]([O:15][CH3:16])=[N:9]2)=[N:4][CH:3]=1.[C:17]1([CH2:23][O:24][C:25](=[O:33])[NH:26][CH2:27][C@@H:28]2[CH2:32][CH2:31][NH:30][CH2:29]2)[CH:22]=[CH:21][CH:20]=[CH:19][CH:18]=1.Cl([O-])(=O)(=O)=O.[Li+], predict the reaction product. The product is: [C:17]1([CH2:23][O:24][C:25](=[O:33])[NH:26][CH2:27][C@@H:28]2[CH2:32][CH2:31][N:30]([CH2:14][C@@H:12]([C:11]3[C:10]4[C:5](=[CH:6][CH:7]=[C:8]([O:15][CH3:16])[N:9]=4)[N:4]=[CH:3][C:2]=3[F:1])[OH:13])[CH2:29]2)[CH:18]=[CH:19][CH:20]=[CH:21][CH:22]=1. (4) Given the reactants [CH3:1][N:2]1[C:6]([CH3:7])=[CH:5][C:4]([C:8]([F:11])([F:10])[F:9])=[N:3]1.[C:12](OC(=O)C)(=[O:14])[CH3:13].OS(O)(=O)=O, predict the reaction product. The product is: [C:12]([C:5]1[C:4]([C:8]([F:10])([F:9])[F:11])=[N:3][N:2]([CH3:1])[C:6]=1[CH3:7])(=[O:14])[CH3:13]. (5) The product is: [CH3:11][N:12]1[CH2:17][CH2:16][CH:15]=[C:14]([CH:18]=[O:19])[CH2:13]1. Given the reactants C(Cl)(=O)C(Cl)=O.CS(C)=O.[CH3:11][N:12]1[CH2:17][CH2:16][CH:15]=[C:14]([CH2:18][OH:19])[CH2:13]1.C(N(CC)CC)C, predict the reaction product. (6) Given the reactants [CH3:1][C:2]1([N:12]2[CH2:17][CH2:16][C:15](=O)[CH2:14][CH2:13]2)[C:11]2[C:6](=[CH:7][CH:8]=[CH:9][CH:10]=2)[CH2:5][CH2:4][CH2:3]1.[NH2:19][C:20]1[CH:25]=[CH:24][CH:23]=[CH:22][C:21]=1[CH2:26][C:27]([O:29]C)=O.C(O)(=O)C.C(O[BH-](OC(=O)C)OC(=O)C)(=O)C.[Na+], predict the reaction product. The product is: [CH3:1][C:2]1([N:12]2[CH2:17][CH2:16][CH:15]([N:19]3[C:20]4[C:21](=[CH:22][CH:23]=[CH:24][CH:25]=4)[CH2:26][C:27]3=[O:29])[CH2:14][CH2:13]2)[C:11]2[C:6](=[CH:7][CH:8]=[CH:9][CH:10]=2)[CH2:5][CH2:4][CH2:3]1.